This data is from Forward reaction prediction with 1.9M reactions from USPTO patents (1976-2016). The task is: Predict the product of the given reaction. (1) Given the reactants [NH2:1][C:2]1[CH:10]=[CH:9][C:5]([C:6]([OH:8])=[O:7])=[CH:4][CH:3]=1.[C:11]1(=O)[O:16][C:14](=[O:15])[CH:13]=[CH:12]1, predict the reaction product. The product is: [C:6]([C:5]1[CH:9]=[CH:10][C:2]([N:1]2[C:14](=[O:15])[CH:13]=[CH:12][C:11]2=[O:16])=[CH:3][CH:4]=1)([OH:8])=[O:7]. (2) The product is: [N:54]([C@:12]1([CH2:43][OH:44])[O:13][C@@H:14]([N:27]2[CH:32]=[CH:31][C:30](=[O:33])[NH:29][C:28]2=[O:42])[C@:15]([C:16]#[CH:17])([OH:18])[C@@H:11]1[OH:10])=[N+:55]=[N-:56]. Given the reactants N.C([O:10][C@H:11]1[C@:15]([O:18]C(=O)C2C=CC=CC=2)([C:16]#[CH:17])[C@H:14]([N:27]2[CH:32]=[CH:31][C:30](=[O:33])[N:29](C(=O)C3C=CC=CC=3)[C:28]2=[O:42])[O:13][C@:12]1([N:54]=[N+:55]=[N-:56])[CH2:43][O:44]C(=O)C1C=CC=C(Cl)C=1)(=O)C1C=CC=CC=1, predict the reaction product. (3) The product is: [CH2:1]([O:8][C:9]([NH:11][C:12]1[C:21]2[C:16](=[CH:17][CH:18]=[CH:19][CH:20]=2)[C:15]([CH2:22][CH2:23][OH:24])=[C:14]([N+:26]([O-:28])=[O:27])[CH:13]=1)=[O:10])[C:2]1[CH:7]=[CH:6][CH:5]=[CH:4][CH:3]=1. Given the reactants [CH2:1]([O:8][C:9]([NH:11][C:12]1[C:21]2[C:16](=[CH:17][CH:18]=[CH:19][CH:20]=2)[C:15]([CH2:22][C:23](O)=[O:24])=[C:14]([N+:26]([O-:28])=[O:27])[CH:13]=1)=[O:10])[C:2]1[CH:7]=[CH:6][CH:5]=[CH:4][CH:3]=1.[NH4+].[Cl-], predict the reaction product. (4) Given the reactants C1CCC(N=C=NC2CCCCC2)CC1.[F:16][C:17]1([F:26])[CH2:22][CH2:21][CH:20]([C:23]([OH:25])=[O:24])[CH2:19][CH2:18]1.O[N:28]1[C:32](=[O:33])[CH2:31][CH2:30][C:29]1=[O:34], predict the reaction product. The product is: [F:16][C:17]1([F:26])[CH2:18][CH2:19][CH:20]([C:23]([O:25][N:28]2[C:32](=[O:33])[CH2:31][CH2:30][C:29]2=[O:34])=[O:24])[CH2:21][CH2:22]1.